Predict the reaction yield, written as a fraction of the theoretical maximum amount of product (1.0 means a 100% yield; for example, 0.34 means a 34% yield). From a dataset of Reaction yield outcomes from USPTO patents with 853,638 reactions. The reactants are [N:1]1[N:5]2[CH:6]=[CH:7][CH:8]=[CH:9][C:4]2=[C:3]([C:10](OCC)=[O:11])[CH:2]=1.[H-].C([Al+]CC(C)C)C(C)C. The catalyst is ClCCl. The product is [N:1]1[N:5]2[CH:6]=[CH:7][CH:8]=[CH:9][C:4]2=[C:3]([CH2:10][OH:11])[CH:2]=1. The yield is 0.410.